Dataset: Full USPTO retrosynthesis dataset with 1.9M reactions from patents (1976-2016). Task: Predict the reactants needed to synthesize the given product. (1) Given the product [Cl:23][C:22]([Cl:25])([Cl:24])[CH2:21][O:20][C:18](=[O:19])[NH:1][C:2]1[N:6]([CH2:7][CH2:8][CH2:9][OH:10])[N:5]=[C:4]([C:11]([CH3:14])([CH3:13])[CH3:12])[CH:3]=1, predict the reactants needed to synthesize it. The reactants are: [NH2:1][C:2]1[N:6]([CH2:7][CH2:8][CH2:9][OH:10])[N:5]=[C:4]([C:11]([CH3:14])([CH3:13])[CH3:12])[CH:3]=1.[OH-].[Na+].Cl[C:18]([O:20][CH2:21][C:22]([Cl:25])([Cl:24])[Cl:23])=[O:19]. (2) Given the product [CH2:1]([C:8]1[S:12][C:11]([NH:13][C:26](=[O:27])[C:25]2[CH:29]=[CH:30][C:31]([O:33][CH3:34])=[CH:32][C:24]=2[O:23][CH3:22])=[N:10][C:9]=1[C:14]1[CH:15]=[CH:16][C:17]([O:20][CH3:21])=[CH:18][CH:19]=1)[C:2]1[CH:3]=[CH:4][CH:5]=[CH:6][CH:7]=1, predict the reactants needed to synthesize it. The reactants are: [CH2:1]([C:8]1[S:12][C:11]([NH2:13])=[N:10][C:9]=1[C:14]1[CH:19]=[CH:18][C:17]([O:20][CH3:21])=[CH:16][CH:15]=1)[C:2]1[CH:7]=[CH:6][CH:5]=[CH:4][CH:3]=1.[CH3:22][O:23][C:24]1[CH:32]=[C:31]([O:33][CH3:34])[CH:30]=[CH:29][C:25]=1[C:26](Cl)=[O:27]. (3) The reactants are: [CH3:1][N:2]([CH3:49])[CH2:3][C:4]([N:6]1[C:14]2[C:9](=[CH:10][C:11]([O:47][CH3:48])=[C:12]([NH:15][C:16]3[N:17]=[C:18]([NH:35][C:36]4[CH:45]=[CH:44][CH:43]=[C:42]([F:46])[C:37]=4[C:38]([NH:40][CH3:41])=[O:39])[C:19]4[CH:24]=[CH:23][N:22](S(C5C=CC(C)=CC=5)(=O)=O)[C:20]=4[N:21]=3)[CH:13]=2)[CH2:8][CH2:7]1)=[O:5].[OH-].[K+]. Given the product [OH2:5].[CH3:49][N:2]([CH3:1])[CH2:3][C:4]([N:6]1[C:14]2[C:9](=[CH:10][C:11]([O:47][CH3:48])=[C:12]([NH:15][C:16]3[NH:21][C:20]4=[N:22][CH:23]=[CH:24][C:19]4=[C:18]([NH:35][C:36]4[CH:45]=[CH:44][CH:43]=[C:42]([F:46])[C:37]=4[C:38]([NH:40][CH3:41])=[O:39])[N:17]=3)[CH:13]=2)[CH2:8][CH2:7]1)=[O:5], predict the reactants needed to synthesize it. (4) Given the product [Cl:1][C:2]1[CH:3]=[CH:4][C:5]([C:8]2[N:9]=[C:10]([N:18]3[CH:22]=[CH:21][N:20]=[C:19]3[S:23]([CH3:26])(=[O:25])=[O:24])[O:11][C:12]=2[CH2:13][CH2:14][C:15]([N:59]2[CH2:58][CH2:57][N:56]([CH2:55][CH:52]3[CH2:53][CH2:54][N:49]([CH3:48])[CH2:50][CH2:51]3)[CH2:61][CH2:60]2)=[O:17])=[CH:6][CH:7]=1, predict the reactants needed to synthesize it. The reactants are: [Cl:1][C:2]1[CH:7]=[CH:6][C:5]([C:8]2[N:9]=[C:10]([N:18]3[CH:22]=[CH:21][N:20]=[C:19]3[S:23]([CH3:26])(=[O:25])=[O:24])[O:11][C:12]=2[CH2:13][CH2:14][C:15]([OH:17])=O)=[CH:4][CH:3]=1.ON1C2N=CC=CC=2N=N1.C(N=C=NCCCN(C)C)C.[CH3:48][N:49]1[CH2:54][CH2:53][CH:52]([CH2:55][N:56]2[CH2:61][CH2:60][NH:59][CH2:58][CH2:57]2)[CH2:51][CH2:50]1. (5) Given the product [Cl:1][C:2]1[C:10]2[C:9]3[CH2:11][N:12]([CH2:21][CH2:22][N:23]4[CH2:28][CH2:27][CH2:26][CH2:25][CH2:24]4)[C:13](=[O:20])[C@H:14]([CH2:16][C:17](=[O:19])[N:63]4[CH2:64][CH2:65][CH:66]([N:69]5[C:77]6[C:72](=[N:73][CH:74]=[CH:75][CH:76]=6)[NH:71][C:70]5=[O:78])[CH2:67][CH2:68]4)[CH2:15][C:8]=3[CH:7]=[C:6]([Cl:29])[C:5]=2[NH:4][N:3]=1, predict the reactants needed to synthesize it. The reactants are: [Cl:1][C:2]1[C:10]2[C:9]3[CH2:11][N:12]([CH2:21][CH2:22][N:23]4[CH2:28][CH2:27][CH2:26][CH2:25][CH2:24]4)[C:13](=[O:20])[C@H:14]([CH2:16][C:17]([OH:19])=O)[CH2:15][C:8]=3[CH:7]=[C:6]([Cl:29])[C:5]=2[NH:4][N:3]=1.C(N(CC)C(C)C)(C)C.CN(C(ON1N=NC2C=CC=CC1=2)=[N+](C)C)C.[B-](F)(F)(F)F.Cl.Cl.[NH:63]1[CH2:68][CH2:67][CH:66]([N:69]2[C:77]3[C:72](=[N:73][CH:74]=[CH:75][CH:76]=3)[NH:71][C:70]2=[O:78])[CH2:65][CH2:64]1. (6) Given the product [Cl:1][C:2]1[CH:3]=[C:4]([CH:8]=[C:9]([CH3:28])[C:10]=1[O:11][C:12]1[N:16]([CH3:17])[C:15]2[C:18]([CH:23]([CH2:24][CH3:25])[CH2:26][CH3:27])=[CH:19][CH:20]=[C:21]([Cl:22])[C:14]=2[N:13]=1)[C:5]([NH2:31])=[O:6], predict the reactants needed to synthesize it. The reactants are: [Cl:1][C:2]1[CH:3]=[C:4]([CH:8]=[C:9]([CH3:28])[C:10]=1[O:11][C:12]1[N:16]([CH3:17])[C:15]2[C:18]([CH:23]([CH2:26][CH3:27])[CH2:24][CH3:25])=[CH:19][CH:20]=[C:21]([Cl:22])[C:14]=2[N:13]=1)[C:5](O)=[O:6].[NH4+].O[N:31]1C2C=CC=CC=2N=N1.Cl.C(N=C=NCCCN(C)C)C.